This data is from Forward reaction prediction with 1.9M reactions from USPTO patents (1976-2016). The task is: Predict the product of the given reaction. Given the reactants Cl[C:2]1[N:7]=[C:6]([C:8]2[CH:9]=[C:10]([N:15]3[CH2:20][CH2:19][O:18][CH2:17][CH2:16]3)[CH:11]=[C:12]([F:14])[CH:13]=2)[CH:5]=[CH:4][N:3]=1.[CH3:21][C:22]1[N:26]=[C:25]([CH3:27])[N:24]([C:28]2[CH:34]=[CH:33][C:31]([NH2:32])=[CH:30][C:29]=2[F:35])[N:23]=1, predict the reaction product. The product is: [CH3:21][C:22]1[N:26]=[C:25]([CH3:27])[N:24]([C:28]2[CH:34]=[CH:33][C:31]([NH:32][C:2]3[N:7]=[C:6]([C:8]4[CH:9]=[C:10]([N:15]5[CH2:20][CH2:19][O:18][CH2:17][CH2:16]5)[CH:11]=[C:12]([F:14])[CH:13]=4)[CH:5]=[CH:4][N:3]=3)=[CH:30][C:29]=2[F:35])[N:23]=1.